Token-level Classification. Given an antigen amino acid sequence, predict which amino acid positions are active epitope sites capable of antibody binding. Output is a list of indices for active positions. From a dataset of B-cell epitopes from IEDB database with 3,159 antigens for binding position prediction. Given the antigen sequence: VEKEECEEGEIPRPRPRPQHPEREPQQPGEKEEDEDEQPRPIPFPRPQPRQEEEHEQREEQEWPRKEEKRGEKGSEEEDEDEDEEQDERQFPFPRPPHQKEERKQEEDEDEEQQRESEESEDSELRRHKNKNPFLFGSNRFETLFKNQYGRIRVLQRFNQRSPQLQNLRDYRILEFNSKPNTLLLPNHADADYLIVILNGTAILSLVNNDDRDSYRLQSGDALRVPSGTTYYVVNPDNNENLRLITLAIPVNKPGRFESFFLSSTEAQQSYLQGFSRNILEASYDTKFEEINKVLFSREEGQQQGEQRLQESVIVEISKEQIRALSKRAKSSSRKTISSEDKPFNLRSRDPIYSNKLGKFFEITPEKNPQLRDLDIFLSIVDMNEGALLLPHFNSKAIVILVINEGDANIELVGLKEQQQEQQQEEQPLEVRKYRAELSEQDIFVIPAGYPVVVNATSNLNFFAIGINAENNQRNFLAGSQDNVISQIPSQVQELAFPGS..., which amino acid positions are active epitope sites? The epitope positions are: [336, 337, 338, 339, 340, 341, 342, 343, 344, 345, 346, 347, 348, 349, 350]. The amino acids at these positions are: ISSEDKPFNLRSRDP.